The task is: Predict the reactants needed to synthesize the given product.. This data is from Full USPTO retrosynthesis dataset with 1.9M reactions from patents (1976-2016). (1) The reactants are: [C:1]([O:5][C:6]([NH:8][C@H:9]1[CH2:14][CH2:13][CH2:12][N:11]([C:15]2[CH:20]=[CH:19][N:18]=[CH:17][C:16]=2[NH:21][C:22]([C:24]2[C:33]([NH:34][C:35](=[O:44])[O:36][CH2:37][C:38]3[CH:43]=[CH:42][CH:41]=[CH:40][CH:39]=3)=[CH:32][C:31]3[C:26](=[CH:27][C:28]([CH:45]=C)=[CH:29][CH:30]=3)[N:25]=2)=[O:23])[CH2:10]1)=[O:7])([CH3:4])([CH3:3])[CH3:2].C1C[O:50]CC1.I([O-])(=O)(=O)=O.[Na+]. Given the product [C:1]([O:5][C:6]([NH:8][C@H:9]1[CH2:14][CH2:13][CH2:12][N:11]([C:15]2[CH:20]=[CH:19][N:18]=[CH:17][C:16]=2[NH:21][C:22]([C:24]2[C:33]([NH:34][C:35](=[O:44])[O:36][CH2:37][C:38]3[CH:39]=[CH:40][CH:41]=[CH:42][CH:43]=3)=[CH:32][C:31]3[C:26](=[CH:27][C:28]([CH:45]=[O:50])=[CH:29][CH:30]=3)[N:25]=2)=[O:23])[CH2:10]1)=[O:7])([CH3:4])([CH3:2])[CH3:3], predict the reactants needed to synthesize it. (2) Given the product [N:1]1([C:6]2[CH:7]=[CH:8][C:9]([CH2:10][CH:11]([C:16](=[O:19])[CH2:17][CH3:18])[C:12]([O:14][CH3:15])=[O:13])=[CH:20][CH:21]=2)[CH:5]=[CH:4][CH:3]=[N:2]1, predict the reactants needed to synthesize it. The reactants are: [N:1]1([C:6]2[CH:21]=[CH:20][C:9]([CH:10]=[C:11]([C:16](=[O:19])[CH2:17][CH3:18])[C:12]([O:14][CH3:15])=[O:13])=[CH:8][CH:7]=2)[CH:5]=[CH:4][CH:3]=[N:2]1.C(OCC)(=O)C. (3) Given the product [F:13][C:4]1[C:5]([CH2:9][C:10]([OH:12])=[O:11])=[C:6]([F:8])[CH:7]=[C:2]2[C:3]=1[CH:18]=[CH:17][CH:22]=[N:1]2, predict the reactants needed to synthesize it. The reactants are: [NH2:1][C:2]1[CH:7]=[C:6]([F:8])[C:5]([CH2:9][C:10]([OH:12])=[O:11])=[C:4]([F:13])[CH:3]=1.[N+]([C:17]1[CH:22]=CC=C[CH:18]=1)([O-])=O.OS(O)(=O)=O.[OH-].[Na+].Cl. (4) Given the product [C:1]([C:3]1[CH:12]=[CH:11][C:6]([C:7]([OH:9])=[O:8])=[C:5]([F:13])[CH:4]=1)#[N:2], predict the reactants needed to synthesize it. The reactants are: [C:1]([C:3]1[CH:12]=[CH:11][C:6]([C:7]([O:9]C)=[O:8])=[C:5]([F:13])[CH:4]=1)#[N:2].[OH-].[K+]. (5) Given the product [CH3:13][O:12][C:9]1[CH:10]=[C:11]2[C:6](=[CH:7][C:8]=1[O:14][CH3:15])[N:5]=[CH:4][CH:3]=[C:2]2[O:16][C:17]1[CH:18]=[C:19]([C:20]([C:22]2[CH:27]=[CH:26][CH:25]=[CH:24][CH:23]=2)=[O:21])[CH:28]=[CH:29][CH:30]=1, predict the reactants needed to synthesize it. The reactants are: Cl[C:2]1[C:11]2[C:6](=[CH:7][C:8]([O:14][CH3:15])=[C:9]([O:12][CH3:13])[CH:10]=2)[N:5]=[CH:4][CH:3]=1.[OH:16][C:17]1[CH:18]=[C:19]([CH:28]=[CH:29][CH:30]=1)[C:20]([C:22]1[CH:27]=[CH:26][CH:25]=[CH:24][CH:23]=1)=[O:21].C(=O)([O-])O.[Na+]. (6) Given the product [CH3:1][O:2][C:3]([CH:5]1[CH2:10][CH2:9][CH:8]([CH2:11][NH:12][C:13]([N:15]2[CH:19]=[CH:18][N:17]=[CH:16]2)=[O:14])[CH2:7][CH2:6]1)=[O:4], predict the reactants needed to synthesize it. The reactants are: [CH3:1][O:2][C:3]([CH:5]1[CH2:10][CH2:9][CH:8]([CH2:11][NH2:12])[CH2:7][CH2:6]1)=[O:4].[C:13](N1C=CN=C1)([N:15]1[CH:19]=[CH:18][N:17]=[CH:16]1)=[O:14]. (7) Given the product [N+:12]([C:3]1[CH:4]=[N:5][C:6]2[C:11]([C:2]=1[NH:15][CH2:16][C:17]1([OH:23])[CH2:22][CH2:21][O:20][CH2:19][CH2:18]1)=[CH:10][CH:9]=[CH:8][CH:7]=2)([O-:14])=[O:13], predict the reactants needed to synthesize it. The reactants are: Cl[C:2]1[C:11]2[C:6](=[CH:7][CH:8]=[CH:9][CH:10]=2)[N:5]=[CH:4][C:3]=1[N+:12]([O-:14])=[O:13].[NH2:15][CH2:16][C:17]1([OH:23])[CH2:22][CH2:21][O:20][CH2:19][CH2:18]1. (8) Given the product [CH3:22][N:23]1[CH2:30][CH2:29][CH2:28][C@H:24]1[C:25]([N:17]1[CH2:18][CH2:19][C:13]2[CH:12]=[C:11]([O:10][CH2:9][CH2:8][CH2:7][N:1]3[CH2:2][CH2:3][CH2:4][CH2:5][CH2:6]3)[CH:21]=[CH:20][C:14]=2[CH2:15][CH2:16]1)=[O:26], predict the reactants needed to synthesize it. The reactants are: [N:1]1([CH2:7][CH2:8][CH2:9][O:10][C:11]2[CH:21]=[CH:20][C:14]3[CH2:15][CH2:16][NH:17][CH2:18][CH2:19][C:13]=3[CH:12]=2)[CH2:6][CH2:5][CH2:4][CH2:3][CH2:2]1.[CH3:22][N:23]1[CH2:30][CH2:29][CH2:28][C@H:24]1[C:25](O)=[O:26]. (9) The reactants are: F[C:2]1[CH:7]=[CH:6][CH:5]=[CH:4][C:3]=1[NH:8][C:9](=[S:35])[NH:10][C:11]1[CH:16]=[CH:15][C:14]([C:17]2[CH:18]=[C:19]3[C:23](=[CH:24][CH:25]=2)[C:22](=[O:26])[N:21]([C@@H:27]([CH:32]([CH3:34])[CH3:33])[C:28]([O:30][CH3:31])=[O:29])[CH2:20]3)=[CH:13][CH:12]=1.NC1C=CC(C2C=C3C(=CC=2)[C:48](=[O:52])N([C@@H](C(C)C)C(OC)=O)C3)=CC=1.COC1C=CC(N=C=S)=CC=1. Given the product [CH3:48][O:52][C:6]1[CH:5]=[CH:4][C:3]([NH:8][C:9](=[S:35])[NH:10][C:11]2[CH:16]=[CH:15][C:14]([C:17]3[CH:18]=[C:19]4[C:23](=[CH:24][CH:25]=3)[C:22](=[O:26])[N:21]([C@@H:27]([CH:32]([CH3:34])[CH3:33])[C:28]([O:30][CH3:31])=[O:29])[CH2:20]4)=[CH:13][CH:12]=2)=[CH:2][CH:7]=1, predict the reactants needed to synthesize it. (10) Given the product [Cl:1][C:2]1[CH:3]=[CH:4][C:5]([O:12][CH2:13][CH2:14][CH2:15][N:17]2[CH2:23][CH2:22][CH2:21][O:20][CH:19]([CH2:24][C:25]3[CH:26]=[CH:27][C:28]([F:31])=[CH:29][CH:30]=3)[CH2:18]2)=[C:6]([NH:8][C:9]([NH2:11])=[O:10])[CH:7]=1, predict the reactants needed to synthesize it. The reactants are: [Cl:1][C:2]1[CH:3]=[CH:4][C:5]([O:12][CH2:13][CH2:14][C:15]([N:17]2[CH2:23][CH2:22][CH2:21][O:20][CH:19]([CH2:24][C:25]3[CH:30]=[CH:29][C:28]([F:31])=[CH:27][CH:26]=3)[CH2:18]2)=O)=[C:6]([NH:8][C:9]([NH2:11])=[O:10])[CH:7]=1.